This data is from CYP2C19 inhibition data for predicting drug metabolism from PubChem BioAssay. The task is: Regression/Classification. Given a drug SMILES string, predict its absorption, distribution, metabolism, or excretion properties. Task type varies by dataset: regression for continuous measurements (e.g., permeability, clearance, half-life) or binary classification for categorical outcomes (e.g., BBB penetration, CYP inhibition). Dataset: cyp2c19_veith. (1) The drug is CO[C@H]1C[C@@H](O[C@H]2[C@@H](C)C(=O)O[C@@H](C)[C@@H](C)[C@@H](O)[C@@H](C)C(=O)[C@@]3(CO3)C[C@@H](C)[C@@H](O[C@@H]3O[C@@H](C)C[C@@H](N(C)C)[C@@H]3O)[C@H]2C)O[C@@H](C)[C@H]1O. The result is 0 (non-inhibitor). (2) The compound is Cc1ccc(SCc2ccc(C(=O)NCc3ccncc3)cc2)cc1. The result is 1 (inhibitor). (3) The compound is CN(/N=C\c1ccccc1O)c1ccc2ccccc2n1. The result is 0 (non-inhibitor).